Predict the reaction yield, written as a fraction of the theoretical maximum amount of product (1.0 means a 100% yield; for example, 0.34 means a 34% yield). From a dataset of Reaction yield outcomes from USPTO patents with 853,638 reactions. The reactants are C([O:9][C@H:10]1[C@:14]([F:16])([CH3:15])[C@H:13]([N:17]2[CH:25]=[N:24][C:23]3[C:18]2=[N:19][C:20]([NH2:27])=[N:21][C:22]=3Cl)[O:12][C@@H:11]1[CH2:28][O:29]C(=O)C1C=CC=CC=1)(=O)C1C=CC=CC=1.Cl.[CH3:39][NH:40][CH:41]1[CH2:44][CH2:43][CH2:42]1.C(N(CC)CC)C.[NH4+].[OH-]. The catalyst is CO. The product is [NH2:27][C:20]1[N:19]=[C:18]2[C:23]([N:24]=[CH:25][N:17]2[C@@H:13]2[O:12][C@H:11]([CH2:28][OH:29])[C@@H:10]([OH:9])[C@:14]2([F:16])[CH3:15])=[C:22]([N:40]([CH:41]2[CH2:44][CH2:43][CH2:42]2)[CH3:39])[N:21]=1. The yield is 0.860.